This data is from Forward reaction prediction with 1.9M reactions from USPTO patents (1976-2016). The task is: Predict the product of the given reaction. (1) Given the reactants [CH:1]1([NH:4][C:5]2[C:10]([C:11]([NH2:13])=[O:12])=[CH:9][N:8]=[C:7]([NH:14][C:15]3[CH:20]=[CH:19][C:18]([CH:21]4[CH2:26][CH2:25][N:24]([C:27]5[CH:32]=C[CH:30]=[CH:29][CH:28]=5)[CH2:23][CH2:22]4)=[CH:17][CH:16]=3)[N:6]=2)[CH2:3][CH2:2]1.[N:33]1C=CC=C(B(O)O)C=1, predict the reaction product. The product is: [CH:1]1([NH:4][C:5]2[C:10]([C:11]([NH2:13])=[O:12])=[CH:9][N:8]=[C:7]([NH:14][C:15]3[CH:20]=[CH:19][C:18]([CH:21]4[CH2:22][CH2:23][N:24]([C:27]5[CH:32]=[N:33][CH:30]=[CH:29][CH:28]=5)[CH2:25][CH2:26]4)=[CH:17][CH:16]=3)[N:6]=2)[CH2:3][CH2:2]1. (2) Given the reactants [CH3:1][C:2]1[C:6]2[CH:7]=[N:8][CH:9]=[CH:10][C:5]=2[S:4][C:3]=1[C:11](OCC)=[O:12].[Cl-].[Ca+2].[Cl-].[BH4-].[Na+].[Cl-].[NH4+], predict the reaction product. The product is: [CH3:1][C:2]1[C:6]2[CH:7]=[N:8][CH:9]=[CH:10][C:5]=2[S:4][C:3]=1[CH:11]=[O:12]. (3) The product is: [CH2:22]([NH:21][C:19]([NH:18][C:14]1[CH:15]=[CH:16][CH:17]=[C:12]([NH:11][C:2]2[C:3]3[NH:10][CH:9]=[CH:8][C:4]=3[N:5]=[CH:6][N:7]=2)[CH:13]=1)=[O:20])[C:23]1[CH:24]=[CH:25][CH:26]=[CH:27][CH:28]=1. Given the reactants Cl[C:2]1[C:3]2[NH:10][CH:9]=[CH:8][C:4]=2[N:5]=[CH:6][N:7]=1.[NH2:11][C:12]1[CH:13]=[C:14]([NH:18][C:19]([NH:21][CH2:22][C:23]2[CH:28]=[CH:27][CH:26]=[CH:25][CH:24]=2)=[O:20])[CH:15]=[CH:16][CH:17]=1, predict the reaction product. (4) Given the reactants Br[C:2]1[CH:3]=[C:4]([C:11]#[N:12])[N:5]2[C:10]=1[CH:9]=[CH:8][CH:7]=[N:6]2.[CH3:13][O:14][C:15]([C:17]1[CH:22]=[CH:21][C:20](B(O)O)=[CH:19][CH:18]=1)=[O:16].C(=O)([O-])[O-].[Cs+].[Cs+], predict the reaction product. The product is: [CH3:13][O:14][C:15](=[O:16])[C:17]1[CH:22]=[CH:21][C:20]([C:2]2[CH:3]=[C:4]([C:11]#[N:12])[N:5]3[C:10]=2[CH:9]=[CH:8][CH:7]=[N:6]3)=[CH:19][CH:18]=1. (5) Given the reactants [C:1]([OH:7])(=[O:6])[CH2:2][CH2:3][CH:4]=[CH2:5].[CH3:8][Si:9]([CH3:16])([CH3:15])N[Si:9]([CH3:16])([CH3:15])[CH3:8].[NH4+], predict the reaction product. The product is: [C:1]([O:7][Si:9]([CH3:16])([CH3:15])[CH3:8])(=[O:6])[CH2:2][CH2:3][CH:4]=[CH2:5]. (6) The product is: [Cl:13][C:3]1[C:2]([O:14][CH3:16])=[C:7]([Cl:8])[C:6]([F:9])=[CH:5][C:4]=1[N+:10]([O-:12])=[O:11]. Given the reactants Br[C:2]1[C:3]([Cl:13])=[C:4]([N+:10]([O-:12])=[O:11])[CH:5]=[C:6]([F:9])[C:7]=1[Cl:8].[OH-:14].[Na+].[CH3:16][O-].[Na+], predict the reaction product. (7) Given the reactants Br[C:2]1[N:7]=[C:6]([C@:8]2([CH3:20])[CH2:13][O:12][C@@:11]([CH3:18])([C:14]([F:17])([F:16])[F:15])[C:10]([NH2:19])=[N:9]2)[C:5]([F:21])=[CH:4][CH:3]=1.[C:22]([C:24]1[CH:25]=[C:26]([CH3:33])[C:27]([C:30]([NH2:32])=[O:31])=[N:28][CH:29]=1)#[N:23].CC1(C)C2C(=C(P(C3C=CC=CC=3)C3C=CC=CC=3)C=CC=2)OC2C(P(C3C=CC=CC=3)C3C=CC=CC=3)=CC=CC1=2.C(=O)([O-])[O-].[Cs+].[Cs+], predict the reaction product. The product is: [NH2:19][C:10]1[C@:11]([CH3:18])([C:14]([F:17])([F:16])[F:15])[O:12][CH2:13][C@:8]([C:6]2[N:7]=[C:2]([NH:32][C:30]([C:27]3[C:26]([CH3:33])=[CH:25][C:24]([C:22]#[N:23])=[CH:29][N:28]=3)=[O:31])[CH:3]=[CH:4][C:5]=2[F:21])([CH3:20])[N:9]=1. (8) Given the reactants C([O:3][C:4]([C:6]1([S:20]([C:23]2[CH:28]=[CH:27][C:26]([O:29][CH2:30][C:31]#[C:32][CH3:33])=[CH:25][CH:24]=2)(=[O:22])=[O:21])[CH2:11][CH2:10][N:9]([CH2:12][C:13]2[CH:18]=[CH:17][C:16]([Br:19])=[CH:15][CH:14]=2)[CH2:8][CH2:7]1)=[O:5])C.CO.[OH-].[Na+], predict the reaction product. The product is: [Br:19][C:16]1[CH:15]=[CH:14][C:13]([CH2:12][N:9]2[CH2:10][CH2:11][C:6]([S:20]([C:23]3[CH:24]=[CH:25][C:26]([O:29][CH2:30][C:31]#[C:32][CH3:33])=[CH:27][CH:28]=3)(=[O:22])=[O:21])([C:4]([OH:5])=[O:3])[CH2:7][CH2:8]2)=[CH:18][CH:17]=1. (9) Given the reactants [F:1][C:2]1[CH:3]=[C:4]([CH:22]=[CH:23][CH:24]=1)[CH2:5][N:6]([CH2:8][C@@:9]12[CH2:21][CH2:20][CH2:19][N:10]1[C@@H](C(Cl)(Cl)Cl)[O:12][C:13]2=O)[CH3:7].[NH3:25].CO, predict the reaction product. The product is: [F:1][C:2]1[CH:3]=[C:4]([CH:22]=[CH:23][CH:24]=1)[CH2:5][N:6]([CH2:8][C@@:9]1([C:13]([NH2:25])=[O:12])[CH2:21][CH2:20][CH2:19][NH:10]1)[CH3:7]. (10) Given the reactants [CH2:1]([OH:4])[CH2:2][CH3:3].CS(C)=O.Cl[C:10]1[CH:15]=[CH:14][N+:13]([O-:16])=[CH:12][C:11]=1[CH3:17], predict the reaction product. The product is: [CH2:1]([O:4][C:10]1[CH:15]=[CH:14][N+:13]([O-:16])=[CH:12][C:11]=1[CH3:17])[CH2:2][CH3:3].